Dataset: NCI-60 drug combinations with 297,098 pairs across 59 cell lines. Task: Regression. Given two drug SMILES strings and cell line genomic features, predict the synergy score measuring deviation from expected non-interaction effect. (1) Drug 1: CC(CN1CC(=O)NC(=O)C1)N2CC(=O)NC(=O)C2. Drug 2: CC1=C(C=C(C=C1)NC(=O)C2=CC=C(C=C2)CN3CCN(CC3)C)NC4=NC=CC(=N4)C5=CN=CC=C5. Cell line: U251. Synergy scores: CSS=27.3, Synergy_ZIP=-5.54, Synergy_Bliss=0.735, Synergy_Loewe=2.18, Synergy_HSA=2.15. (2) Drug 2: CS(=O)(=O)CCNCC1=CC=C(O1)C2=CC3=C(C=C2)N=CN=C3NC4=CC(=C(C=C4)OCC5=CC(=CC=C5)F)Cl. Drug 1: CC1C(C(CC(O1)OC2CC(CC3=C2C(=C4C(=C3O)C(=O)C5=C(C4=O)C(=CC=C5)OC)O)(C(=O)C)O)N)O.Cl. Synergy scores: CSS=20.1, Synergy_ZIP=10.3, Synergy_Bliss=16.7, Synergy_Loewe=7.05, Synergy_HSA=14.1. Cell line: HCT-15. (3) Drug 1: CN(CC1=CN=C2C(=N1)C(=NC(=N2)N)N)C3=CC=C(C=C3)C(=O)NC(CCC(=O)O)C(=O)O. Drug 2: CC1C(C(CC(O1)OC2CC(CC3=C2C(=C4C(=C3O)C(=O)C5=C(C4=O)C(=CC=C5)OC)O)(C(=O)CO)O)N)O.Cl. Cell line: MCF7. Synergy scores: CSS=51.3, Synergy_ZIP=-8.05, Synergy_Bliss=-8.06, Synergy_Loewe=0.285, Synergy_HSA=1.64. (4) Drug 1: C1C(C(OC1N2C=NC3=C(N=C(N=C32)Cl)N)CO)O. Drug 2: CS(=O)(=O)OCCCCOS(=O)(=O)C. Cell line: NCI/ADR-RES. Synergy scores: CSS=61.8, Synergy_ZIP=4.24, Synergy_Bliss=4.12, Synergy_Loewe=-45.2, Synergy_HSA=4.11. (5) Drug 1: C1=CC(=CC=C1CC(C(=O)O)N)N(CCCl)CCCl.Cl. Drug 2: C(CN)CNCCSP(=O)(O)O. Cell line: CCRF-CEM. Synergy scores: CSS=44.4, Synergy_ZIP=0.661, Synergy_Bliss=2.26, Synergy_Loewe=-8.68, Synergy_HSA=2.23. (6) Drug 1: CC1C(C(=O)NC(C(=O)N2CCCC2C(=O)N(CC(=O)N(C(C(=O)O1)C(C)C)C)C)C(C)C)NC(=O)C3=C4C(=C(C=C3)C)OC5=C(C(=O)C(=C(C5=N4)C(=O)NC6C(OC(=O)C(N(C(=O)CN(C(=O)C7CCCN7C(=O)C(NC6=O)C(C)C)C)C)C(C)C)C)N)C. Drug 2: C(=O)(N)NO. Cell line: HCC-2998. Synergy scores: CSS=27.3, Synergy_ZIP=-6.40, Synergy_Bliss=-0.455, Synergy_Loewe=-26.6, Synergy_HSA=-2.16.